From a dataset of CYP2C9 inhibition data for predicting drug metabolism from PubChem BioAssay. Regression/Classification. Given a drug SMILES string, predict its absorption, distribution, metabolism, or excretion properties. Task type varies by dataset: regression for continuous measurements (e.g., permeability, clearance, half-life) or binary classification for categorical outcomes (e.g., BBB penetration, CYP inhibition). Dataset: cyp2c9_veith. (1) The compound is Cc1[nH]n(-c2ccc(S(=O)(=O)O)cc2)c(=O)c1N=Nc1ccccc1.[Na]. The result is 0 (non-inhibitor). (2) The compound is CO[C@H]1COC(=O)[C@@H](OCc2ccccc2)/C=C\[C@H](C)[C@@H](OC)COC(=O)[C@H](OCc2ccccc2)/C=C\[C@@H]1C. The result is 0 (non-inhibitor). (3) The compound is C/C=C\C1=C(CO)[C@H](O)[C@H]2O[C@H]2[C@@H]1O. The result is 0 (non-inhibitor). (4) The drug is CC(C)(C)C(=O)CP(=O)(O)O. The result is 0 (non-inhibitor). (5) The molecule is Nc1ncnc2c1nc(Br)n2[C@@H]1O[C@H]2COP(=O)([O-])O[C@@H]2[C@H]1O.[Na+]. The result is 0 (non-inhibitor).